This data is from Catalyst prediction with 721,799 reactions and 888 catalyst types from USPTO. The task is: Predict which catalyst facilitates the given reaction. (1) Reactant: [Cl:1][C:2]1[CH:7]=[CH:6][C:5]([C:8]2[C:13]([F:14])=[CH:12][C:11]([CH3:15])=[C:10]([C:16]3[C:17](=[O:29])[NH:18][C:19]4([CH2:26][CH2:25][N:24]([O:27][CH3:28])[CH2:23][CH2:22]4)[C:20]=3[OH:21])[CH:9]=2)=[CH:4][CH:3]=1.[C:30](Cl)(=[O:35])[C:31]([CH3:34])([CH3:33])[CH3:32].N1C=CC=CC=1.Cl. Product: [Cl:1][C:2]1[CH:7]=[CH:6][C:5]([C:8]2[C:13]([F:14])=[CH:12][C:11]([CH3:15])=[C:10]([C:16]3[C:17](=[O:29])[NH:18][C:19]4([CH2:22][CH2:23][N:24]([O:27][CH3:28])[CH2:25][CH2:26]4)[C:20]=3[O:21][C:30](=[O:35])[C:31]([CH3:34])([CH3:33])[CH3:32])[CH:9]=2)=[CH:4][CH:3]=1. The catalyst class is: 10. (2) Reactant: [C:1](Cl)(Cl)=[O:2].[NH2:5][C:6]1[C:7]([F:19])=[CH:8][C:9]([Cl:18])=[C:10]([NH:12][S:13]([CH2:16][Cl:17])(=[O:15])=[O:14])[CH:11]=1. Product: [Cl:17][CH2:16][S:13]([NH:12][C:10]1[CH:11]=[C:6]([N:5]=[C:1]=[O:2])[C:7]([F:19])=[CH:8][C:9]=1[Cl:18])(=[O:15])=[O:14]. The catalyst class is: 824. (3) Product: [Br:1][C:2]1[CH:7]=[CH:6][C:5]([F:8])=[CH:4][C:3]=1[CH2:12][C@H:13]([OH:14])[CH3:16]. The catalyst class is: 1. Reactant: [Br:1][C:2]1[CH:7]=[CH:6][C:5]([F:8])=[CH:4][C:3]=1I.N#N.[CH3:12][CH2:13][OH:14].[Li][CH:16](CC)C.C1CCCCC1.B(F)(F)F.C(OCC)C. (4) Reactant: [S:1]1[CH:5]=[CH:4][C:3]2[C:6]([N:10]3[CH2:15][CH2:14][N:13]([CH2:16][CH2:17][CH2:18][O:19][C:20]4[CH:21]=[C:22]5[C:27](=[CH:28][CH:29]=4)[C:26](=[O:30])[N:25]([CH3:31])[CH:24]=[CH:23]5)[CH2:12][CH2:11]3)=[CH:7][CH:8]=[CH:9][C:2]1=2.S1C=CC2C(N3CCN(CCCOC4C=C5C(=CC=4)C(=O)NC=C5)CC3)=CC=CC1=2.CI.C(O)C.[ClH:67]. Product: [ClH:67].[S:1]1[CH:5]=[CH:4][C:3]2[C:6]([N:10]3[CH2:15][CH2:14][N:13]([CH2:16][CH2:17][CH2:18][O:19][C:20]4[CH:21]=[C:22]5[C:27](=[CH:28][CH:29]=4)[C:26](=[O:30])[N:25]([CH3:31])[CH:24]=[CH:23]5)[CH2:12][CH2:11]3)=[CH:7][CH:8]=[CH:9][C:2]1=2. The catalyst class is: 13.